Dataset: NCI-60 drug combinations with 297,098 pairs across 59 cell lines. Task: Regression. Given two drug SMILES strings and cell line genomic features, predict the synergy score measuring deviation from expected non-interaction effect. (1) Drug 1: C1=NC(=NC(=O)N1C2C(C(C(O2)CO)O)O)N. Drug 2: CC12CCC3C(C1CCC2O)C(CC4=C3C=CC(=C4)O)CCCCCCCCCS(=O)CCCC(C(F)(F)F)(F)F. Cell line: K-562. Synergy scores: CSS=32.7, Synergy_ZIP=6.73, Synergy_Bliss=1.04, Synergy_Loewe=17.5, Synergy_HSA=3.64. (2) Drug 1: C1CC(C1)(C(=O)O)C(=O)O.[NH2-].[NH2-].[Pt+2]. Drug 2: CCC1(C2=C(COC1=O)C(=O)N3CC4=CC5=C(C=CC(=C5CN(C)C)O)N=C4C3=C2)O.Cl. Cell line: UO-31. Synergy scores: CSS=11.5, Synergy_ZIP=-4.93, Synergy_Bliss=3.05, Synergy_Loewe=-17.8, Synergy_HSA=0.0510. (3) Synergy scores: CSS=70.5, Synergy_ZIP=-3.72, Synergy_Bliss=-4.72, Synergy_Loewe=-4.47, Synergy_HSA=-1.43. Cell line: M14. Drug 1: C1CN1C2=NC(=NC(=N2)N3CC3)N4CC4. Drug 2: B(C(CC(C)C)NC(=O)C(CC1=CC=CC=C1)NC(=O)C2=NC=CN=C2)(O)O. (4) Drug 1: C1=CC=C(C(=C1)C(C2=CC=C(C=C2)Cl)C(Cl)Cl)Cl. Cell line: HT29. Synergy scores: CSS=5.15, Synergy_ZIP=-1.12, Synergy_Bliss=0.0358, Synergy_Loewe=0.0330, Synergy_HSA=0.00531. Drug 2: C(CC(=O)O)C(=O)CN.Cl. (5) Drug 1: C1=CC(=C2C(=C1NCCNCCO)C(=O)C3=C(C=CC(=C3C2=O)O)O)NCCNCCO. Drug 2: CN(C(=O)NC(C=O)C(C(C(CO)O)O)O)N=O. Cell line: MALME-3M. Synergy scores: CSS=24.0, Synergy_ZIP=-2.69, Synergy_Bliss=0.650, Synergy_Loewe=-27.1, Synergy_HSA=1.08. (6) Synergy scores: CSS=5.42, Synergy_ZIP=2.71, Synergy_Bliss=-2.05, Synergy_Loewe=-0.663, Synergy_HSA=0.390. Drug 1: C1=CC(=CC=C1CCC2=CNC3=C2C(=O)NC(=N3)N)C(=O)NC(CCC(=O)O)C(=O)O. Drug 2: COC1=C2C(=CC3=C1OC=C3)C=CC(=O)O2. Cell line: T-47D. (7) Drug 1: C1=CN(C(=O)N=C1N)C2C(C(C(O2)CO)O)O.Cl. Drug 2: C1CNP(=O)(OC1)N(CCCl)CCCl. Cell line: KM12. Synergy scores: CSS=36.8, Synergy_ZIP=-3.32, Synergy_Bliss=0.0244, Synergy_Loewe=-64.4, Synergy_HSA=-0.328.